This data is from Reaction yield outcomes from USPTO patents with 853,638 reactions. The task is: Predict the reaction yield, written as a fraction of the theoretical maximum amount of product (1.0 means a 100% yield; for example, 0.34 means a 34% yield). (1) The reactants are C([Li])CCC.[C:6]([NH:10][C:11](=[O:13])[OH:12])([CH3:9])([CH3:8])[CH3:7].Cl[CH2:15][CH2:16][CH2:17][S:18]([NH2:21])(=[O:20])=[O:19]. The yield is 1.00. The product is [C:6]([NH:10][C:11](=[O:12])[OH:13])([CH3:9])([CH3:8])[CH3:7].[CH:17]1([S:18]([NH2:21])(=[O:20])=[O:19])[CH2:15][CH2:16]1. The catalyst is C1COCC1. (2) The reactants are O.Cl.[Cl:3][C:4]1[CH:9]=[CH:8][C:7]([C:10]2[C:15]([F:16])=[CH:14][N:13]([CH2:17][CH2:18][C@@:19]([CH3:34])([S:30]([CH3:33])(=[O:32])=[O:31])[C:20]([NH:22][O:23]C3CCCCO3)=[O:21])[C:12](=[O:35])[CH:11]=2)=[C:6]([F:36])[CH:5]=1. The catalyst is C(O)C. The product is [Cl:3][C:4]1[CH:9]=[CH:8][C:7]([C:10]2[C:15]([F:16])=[CH:14][N:13]([CH2:17][CH2:18][C@@:19]([CH3:34])([S:30]([CH3:33])(=[O:32])=[O:31])[C:20]([NH:22][OH:23])=[O:21])[C:12](=[O:35])[CH:11]=2)=[C:6]([F:36])[CH:5]=1. The yield is 0.740. (3) The reactants are C([O:4][C:5]12[CH2:12][CH2:11][C:8]([CH2:13][CH2:14][C:15]([O:17]C)=[O:16])([CH2:9][CH2:10]1)[CH2:7][CH2:6]2)(=O)C.[OH-].[K+]. No catalyst specified. The product is [OH:4][C:5]12[CH2:10][CH2:9][C:8]([CH2:13][CH2:14][C:15]([OH:17])=[O:16])([CH2:7][CH2:6]1)[CH2:11][CH2:12]2. The yield is 1.00. (4) The reactants are Br[C:2]1[C:3]([O:23][CH3:24])=[C:4]([CH:10]([N:12]2[C:16]3=[N:17][CH:18]=[N:19][C:20]([NH2:21])=[C:15]3[C:14]([CH3:22])=[N:13]2)[CH3:11])[CH:5]=[C:6]([Cl:9])[C:7]=1[CH3:8].[F:25][C:26]1[CH:27]=[C:28](B(O)O)[CH:29]=[CH:30][C:31]=1[C:32]([O:34][CH3:35])=[O:33].C(=O)([O-])[O-].[Na+].[Na+].ClCCl.N#N. The catalyst is C(#N)C.C1C=CC(P(C2C=CC=CC=2)[C-]2C=CC=C2)=CC=1.C1C=CC(P(C2C=CC=CC=2)[C-]2C=CC=C2)=CC=1.Cl[Pd]Cl.[Fe+2].O. The product is [NH2:21][C:20]1[N:19]=[CH:18][N:17]=[C:16]2[N:12]([CH:10]([C:4]3[C:3]([O:23][CH3:24])=[C:2]([C:28]4[CH:29]=[CH:30][C:31]([C:32]([O:34][CH3:35])=[O:33])=[C:26]([F:25])[CH:27]=4)[C:7]([CH3:8])=[C:6]([Cl:9])[CH:5]=3)[CH3:11])[N:13]=[C:14]([CH3:22])[C:15]=12. The yield is 0.750. (5) The reactants are [CH3:1][N:2]1[C:10]2[C:5](=[CH:6][CH:7]=[C:8]([N:11]3[CH:16]=[CH:15][C:14]([C:17]4[CH:22]=[CH:21][C:20]([CH3:23])=[CH:19][N:18]=4)=[CH:13][C:12]3=[O:24])[CH:9]=2)[C:4]2[CH2:25][CH2:26][N:27](C(OC(C)(C)C)=O)[CH2:28][C:3]1=2.C1(N)C(F)=C(F)C(F)=C(N)C=1F.[ClH:48].Cl. No catalyst specified. The product is [ClH:48].[ClH:48].[CH3:1][N:2]1[C:10]2[C:5](=[CH:6][CH:7]=[C:8]([N:11]3[CH:16]=[CH:15][C:14]([C:17]4[CH:22]=[CH:21][C:20]([CH3:23])=[CH:19][N:18]=4)=[CH:13][C:12]3=[O:24])[CH:9]=2)[C:4]2[CH2:25][CH2:26][NH:27][CH2:28][C:3]1=2. The yield is 0.150. (6) The yield is 0.160. No catalyst specified. The reactants are [CH2:1]([N:8]1[CH:12]=[C:11]([CH3:13])[N:10]=[C:9]1[CH:14]1[C:23](=O)[C:22]2[C:21]([C:25]([O:27]C)=O)=[CH:20][CH:19]=[CH:18][C:17]=2[NH:16][CH:15]1[C:29]1[CH:34]=[CH:33][CH:32]=[CH:31][CH:30]=1)[C:2]1[CH:7]=[CH:6][CH:5]=[CH:4][CH:3]=1.O.[NH2:36][NH2:37]. The product is [CH2:1]([N:8]1[CH:12]=[C:11]([CH3:13])[N:10]=[C:9]1[CH:14]1[C:23]2=[N:36][NH:37][C:25](=[O:27])[C:21]3[CH:20]=[CH:19][CH:18]=[C:17]([C:22]=32)[NH:16][CH:15]1[C:29]1[CH:34]=[CH:33][CH:32]=[CH:31][CH:30]=1)[C:2]1[CH:3]=[CH:4][CH:5]=[CH:6][CH:7]=1.